Dataset: Reaction yield outcomes from USPTO patents with 853,638 reactions. Task: Predict the reaction yield, written as a fraction of the theoretical maximum amount of product (1.0 means a 100% yield; for example, 0.34 means a 34% yield). (1) The reactants are [CH3:1][CH2:2][CH2:3][CH2:4][CH2:5][C@H:6]([OH:28])[CH2:7][CH2:8][C@@H:9]1[C@H:13]2[CH2:14][C:15]3[CH:21]=[CH:20][CH:19]=[C:18]([O:22][CH2:23][C:24]([OH:26])=[O:25])[C:16]=3[CH2:17][C@H:12]2[CH2:11][C@H:10]1[OH:27].C(NCCO)CO.O.Cl. The catalyst is C(OCC)(=O)C. The product is [CH3:1][CH2:2][CH2:3][CH2:4][CH2:5][C@H:6]([OH:28])[CH2:7][CH2:8][C@H:9]1[C@H:10]([OH:27])[CH2:11][C@H:12]2[C@@H:13]1[CH2:14][C:15]1[C:16]([CH2:17]2)=[C:18]([O:22][CH2:23][C:24]([OH:26])=[O:25])[CH:19]=[CH:20][CH:21]=1. The yield is 0.914. (2) The reactants are [CH2:1]([O:3][C:4]1[CH:5]=[C:6]([C@H:12]([N:16]2[C:24](=[O:25])[C:23]3[C:18](=[CH:19][CH:20]=[CH:21][C:22]=3[NH:26][C:27]([CH:29]3[CH2:31][CH2:30]3)=[O:28])[CH2:17]2)[CH2:13][CH2:14]O)[CH:7]=[CH:8][C:9]=1[O:10][CH3:11])[CH3:2].C1(P(C2C=CC=CC=2)C2C=CC=CC=2)C=CC=CC=1.[C:51]([OH:54])(=[S:53])[CH3:52].CC(OC(/N=N/C(OC(C)C)=O)=O)C. The catalyst is C1COCC1.CO. The product is [CH:29]1([C:27]([NH:26][C:22]2[CH:21]=[CH:20][CH:19]=[C:18]3[C:23]=2[C:24](=[O:25])[N:16]([C@@H:12]([C:6]2[CH:7]=[CH:8][C:9]([O:10][CH3:11])=[C:4]([O:3][CH2:1][CH3:2])[CH:5]=2)[CH2:13][CH2:14][S:53][C:51](=[O:54])[CH3:52])[CH2:17]3)=[O:28])[CH2:31][CH2:30]1. The yield is 0.790. (3) The reactants are [NH2:1][CH:2]([CH2:12][C:13]1[CH:18]=[CH:17][CH:16]=[C:15]([C:19]([CH3:22])([CH3:21])[CH3:20])[CH:14]=1)[CH:3]([C:5]1[CH:10]=[CH:9][CH:8]=[C:7]([Cl:11])[CH:6]=1)[OH:4].[F:23][C:24]1[C:33]2[C:28](=[CH:29][CH:30]=[CH:31][CH:32]=2)[C:27]([C:34](O)=[O:35])=[CH:26][CH:25]=1.O.ON1C2C=CC=CC=2N=N1.Cl.C(N=C=NCCCN(C)C)C. The catalyst is CN(C)C=O.C(OCC)(=O)C. The product is [C:19]([C:15]1[CH:14]=[C:13]([CH:18]=[CH:17][CH:16]=1)[CH2:12][CH:2]([NH:1][C:34]([C:27]1[C:28]2[C:33](=[CH:32][CH:31]=[CH:30][CH:29]=2)[C:24]([F:23])=[CH:25][CH:26]=1)=[O:35])[CH:3]([C:5]1[CH:10]=[CH:9][CH:8]=[C:7]([Cl:11])[CH:6]=1)[OH:4])([CH3:22])([CH3:21])[CH3:20]. The yield is 0.530.